This data is from Full USPTO retrosynthesis dataset with 1.9M reactions from patents (1976-2016). The task is: Predict the reactants needed to synthesize the given product. (1) Given the product [C:3]([C:5]1([CH2:18][OH:19])[CH2:10][CH2:9][N:8]([C:11]([O:13][C:14]([CH3:15])([CH3:16])[CH3:17])=[O:12])[CH2:7][CH2:6]1)#[N:4], predict the reactants needed to synthesize it. The reactants are: [BH4-].[Na+].[C:3]([C:5]1([C:18](OCC)=[O:19])[CH2:10][CH2:9][N:8]([C:11]([O:13][C:14]([CH3:17])([CH3:16])[CH3:15])=[O:12])[CH2:7][CH2:6]1)#[N:4]. (2) Given the product [Cl:1][C:2]1[CH:3]=[C:4]([C:12]2[O:16][N:15]=[C:14]([C:17]3[CH:22]=[CH:21][C:20]([O:23][CH2:33][CH2:34][CH2:35][C:36]([O:38][CH2:39][CH3:40])=[O:37])=[CH:19][C:18]=3[CH2:24][CH3:25])[N:13]=2)[CH:5]=[CH:6][C:7]=1[O:8][CH:9]([CH3:10])[CH3:11], predict the reactants needed to synthesize it. The reactants are: [Cl:1][C:2]1[CH:3]=[C:4]([C:12]2[O:16][N:15]=[C:14]([C:17]3[CH:22]=[CH:21][C:20]([OH:23])=[CH:19][C:18]=3[CH2:24][CH3:25])[N:13]=2)[CH:5]=[CH:6][C:7]=1[O:8][CH:9]([CH3:11])[CH3:10].C(=O)([O-])[O-].[K+].[K+].Br[CH2:33][CH2:34][CH2:35][C:36]([O:38][CH2:39][CH3:40])=[O:37]. (3) The reactants are: [CH2:1]([O:8][C:9]1[C:18]2[C:13](=[CH:14][CH:15]=[CH:16][CH:17]=2)[N:12]=[C:11]([CH2:19]Cl)[C:10]=1[CH3:21])[C:2]1[CH:7]=[CH:6][CH:5]=[CH:4][CH:3]=1.[C:22]([N:29]1[CH2:34][CH2:33][NH:32][CH2:31][CH2:30]1)(=[O:28])[CH2:23][CH2:24][CH2:25][CH2:26][CH3:27].C(=O)([O-])[O-].[K+].[K+].CN(C=O)C. Given the product [CH2:1]([O:8][C:9]1[C:18]2[C:13](=[CH:14][CH:15]=[CH:16][CH:17]=2)[N:12]=[C:11]([CH2:19][N:32]2[CH2:33][CH2:34][N:29]([C:22](=[O:28])[CH2:23][CH2:24][CH2:25][CH2:26][CH3:27])[CH2:30][CH2:31]2)[C:10]=1[CH3:21])[C:2]1[CH:7]=[CH:6][CH:5]=[CH:4][CH:3]=1, predict the reactants needed to synthesize it. (4) Given the product [CH3:33][N:27]1[CH2:28][CH2:29][CH2:30][C@@H:26]1[CH2:25][O:24][C:21]1[CH:22]=[CH:23][C:9]([O:8][CH2:7][C:1]2[CH:2]=[CH:3][CH:4]=[CH:5][CH:6]=2)=[C:10]([CH:20]=1)[C:11]([NH:13][C:14]1[CH:15]=[N:16][CH:17]=[CH:18][CH:19]=1)=[O:12], predict the reactants needed to synthesize it. The reactants are: [C:1]1([CH2:7][O:8][C:9]2[CH:23]=[CH:22][C:21]([O:24][CH2:25][C@H:26]3[CH2:30][CH2:29][CH2:28][NH:27]3)=[CH:20][C:10]=2[C:11]([NH:13][C:14]2[CH:15]=[N:16][CH:17]=[CH:18][CH:19]=2)=[O:12])[CH:6]=[CH:5][CH:4]=[CH:3][CH:2]=1.C=O.[C:33](=O)=O.C([O-])(O)=O.[Na+]. (5) Given the product [CH2:1]([O:3][C:4]([C:6]1[N:7]([NH2:18])[CH:8]=[C:9]([C:13]([O:15][CH2:16][CH3:17])=[O:14])[C:10]=1[O:11][CH3:12])=[O:5])[CH3:2], predict the reactants needed to synthesize it. The reactants are: [CH2:1]([O:3][C:4]([C:6]1[N:7]([N:18]2C(=O)C3C(=CC=CC=3)C2=O)[CH:8]=[C:9]([C:13]([O:15][CH2:16][CH3:17])=[O:14])[C:10]=1[O:11][CH3:12])=[O:5])[CH3:2].NN. (6) The reactants are: [OH-].[Na+].O[CH:4]([CH3:30])[CH2:5][N:6]([S:20]([C:23]1[CH:28]=[CH:27][C:26]([CH3:29])=[CH:25][CH:24]=1)(=[O:22])=[O:21])[CH2:7][CH2:8][O:9]S(C1C=CC(C)=CC=1)(=O)=O.O. Given the product [CH3:30][CH:4]1[O:9][CH2:8][CH2:7][N:6]([S:20]([C:23]2[CH:28]=[CH:27][C:26]([CH3:29])=[CH:25][CH:24]=2)(=[O:22])=[O:21])[CH2:5]1, predict the reactants needed to synthesize it.